From a dataset of Forward reaction prediction with 1.9M reactions from USPTO patents (1976-2016). Predict the product of the given reaction. Given the reactants [Cl:1][C:2]1[CH:7]=[CH:6][N:5]=[C:4]([O:8][CH3:9])[CH:3]=1.[Br:10]N1C(=O)CCC1=O.O, predict the reaction product. The product is: [Br:10][C:7]1[C:2]([Cl:1])=[CH:3][C:4]([O:8][CH3:9])=[N:5][CH:6]=1.